Dataset: Forward reaction prediction with 1.9M reactions from USPTO patents (1976-2016). Task: Predict the product of the given reaction. (1) The product is: [C:43]([O:42][C:40]([N:47]1[CH2:52][CH2:51][CH:50]([O:39][C:36]2[CH:37]=[CH:38][C:33]([F:32])=[CH:34][CH:35]=2)[CH2:49][CH2:48]1)=[O:41])([CH3:46])([CH3:44])[CH3:45]. Given the reactants C1(P(C2C=CC=CC=2)C2C=CC=CC=2)C=CC=CC=1.CCOC(/N=N/C(OCC)=O)=O.[F:32][C:33]1[CH:38]=[CH:37][C:36]([OH:39])=[CH:35][CH:34]=1.[C:40]([N:47]1[CH2:52][CH2:51][CH:50](O)[CH2:49][CH2:48]1)([O:42][C:43]([CH3:46])([CH3:45])[CH3:44])=[O:41], predict the reaction product. (2) The product is: [CH2:22]([O:24][C:25]([CH2:26][O:15][C:11]1[N:10]([C:16]2[CH:21]=[CH:20][CH:19]=[CH:18][CH:17]=2)[N:9]=[C:8]([CH3:7])[C:12]=1[CH:13]=[O:14])=[O:28])[CH3:23]. Given the reactants C(=O)([O-])[O-].[Na+].[Na+].[CH3:7][C:8]1[CH:12]([CH:13]=[O:14])[C:11](=[O:15])[N:10]([C:16]2[CH:21]=[CH:20][CH:19]=[CH:18][CH:17]=2)[N:9]=1.[CH2:22]([O:24][C:25](=[O:28])[CH2:26]Br)[CH3:23], predict the reaction product. (3) Given the reactants [CH2:1]([N:8]1[C:16]2[C:11](=[CH:12][CH:13]=[CH:14][CH:15]=2)[CH:10]=[C:9]1[C:17]1[CH:18]=[C:19]([NH:27][CH:28]2[CH2:33][CH2:32][NH:31][CH2:30][CH2:29]2)[C:20]2[N:21]([C:23]([CH3:26])=[N:24][N:25]=2)[N:22]=1)[C:2]1[CH:7]=[CH:6][CH:5]=[CH:4][CH:3]=1.[C:34](O)(=O)C.C=O, predict the reaction product. The product is: [CH2:1]([N:8]1[C:16]2[C:11](=[CH:12][CH:13]=[CH:14][CH:15]=2)[CH:10]=[C:9]1[C:17]1[CH:18]=[C:19]([NH:27][CH:28]2[CH2:33][CH2:32][N:31]([CH3:34])[CH2:30][CH2:29]2)[C:20]2[N:21]([C:23]([CH3:26])=[N:24][N:25]=2)[N:22]=1)[C:2]1[CH:3]=[CH:4][CH:5]=[CH:6][CH:7]=1. (4) Given the reactants [Si:1]([O:8][C@H:9]1[CH2:18][C:17]2([CH2:21][CH2:20][CH2:19]2)[CH2:16][C:15]2[N:14]=[C:13]([CH:22]([CH3:24])[CH3:23])[C:12]([C@@H:25]([C:27]3[CH:32]=[CH:31][C:30]([S:33]([F:38])([F:37])([F:36])([F:35])[F:34])=[CH:29][CH:28]=3)[OH:26])=[C:11](I)[C:10]1=2)([C:4]([CH3:7])([CH3:6])[CH3:5])([CH3:3])[CH3:2].[O:40]1[CH2:45][CH:44]=[C:43](B2OC(C)(C)C(C)(C)O2)[CH2:42][CH2:41]1.C(=O)([O-])[O-].[Cs+].[Cs+].[F-].[Cs+], predict the reaction product. The product is: [Si:1]([O:8][C@H:9]1[CH2:18][C:17]2([CH2:21][CH2:20][CH2:19]2)[CH2:16][C:15]2[N:14]=[C:13]([CH:22]([CH3:24])[CH3:23])[C:12]([C@@H:25]([C:27]3[CH:32]=[CH:31][C:30]([S:33]([F:38])([F:37])([F:36])([F:35])[F:34])=[CH:29][CH:28]=3)[OH:26])=[C:11]([C:43]3[CH2:44][CH2:45][O:40][CH2:41][CH:42]=3)[C:10]1=2)([C:4]([CH3:7])([CH3:6])[CH3:5])([CH3:3])[CH3:2]. (5) Given the reactants Cl[C:2]1[CH:7]=[CH:6][CH:5]=[C:4]([Cl:8])[N:3]=1.[C:9]([CH:11]1[CH2:16][CH2:15][N:14](C(OC(C)(C)C)=O)[CH2:13][CH2:12]1)#[N:10].[Cl:24][C:25]1[CH:33]=[C:32]([Cl:34])[CH:31]=[CH:30][C:26]=1[C:27](Cl)=[O:28].[CH2:35]([S:38](Cl)(=[O:40])=[O:39])[CH2:36][CH3:37], predict the reaction product. The product is: [Cl:24][C:25]1[CH:33]=[C:32]([Cl:34])[CH:31]=[CH:30][C:26]=1[C:27]([NH:10][CH2:9][C:11]1([C:2]2[CH:7]=[CH:6][CH:5]=[C:4]([Cl:8])[N:3]=2)[CH2:12][CH2:13][N:14]([S:38]([CH2:35][CH2:36][CH3:37])(=[O:40])=[O:39])[CH2:15][CH2:16]1)=[O:28]. (6) Given the reactants [F:1][C:2]1[CH:19]=[CH:18][CH:17]=[CH:16][C:3]=1[CH2:4][O:5][C:6]1[CH:15]=[CH:14][C:9]([C:10]([O:12]C)=[O:11])=[CH:8][CH:7]=1.[OH-].[K+].Cl, predict the reaction product. The product is: [F:1][C:2]1[CH:19]=[CH:18][CH:17]=[CH:16][C:3]=1[CH2:4][O:5][C:6]1[CH:15]=[CH:14][C:9]([C:10]([OH:12])=[O:11])=[CH:8][CH:7]=1. (7) Given the reactants Br[C:2]1[S:6][C:5]([C:7]([CH:12]2[CH2:14][CH2:13]2)([CH:9]2[CH2:11][CH2:10]2)[OH:8])=[N:4][CH:3]=1.[N+:15]([C:18]1[CH:19]=[C:20]([N:33]2[CH2:38][CH2:37][O:36][CH2:35][CH2:34]2)[CH:21]=[C:22](B2OC(C)(C)C(C)(C)O2)[CH:23]=1)([O-:17])=[O:16].C([O-])([O-])=O.[Na+].[Na+].ClCCl, predict the reaction product. The product is: [CH:9]1([C:7]([CH:12]2[CH2:14][CH2:13]2)([C:5]2[S:6][C:2]([C:22]3[CH:23]=[C:18]([N+:15]([O-:17])=[O:16])[CH:19]=[C:20]([N:33]4[CH2:38][CH2:37][O:36][CH2:35][CH2:34]4)[CH:21]=3)=[CH:3][N:4]=2)[OH:8])[CH2:11][CH2:10]1. (8) Given the reactants C([N-]C(C)C)(C)C.[Li+].C(NC(C)C)(C)C.[Li]CCCC.[CH2:21]([O:23][C:24]1[CH2:29][CH2:28][CH2:27][C:26](=[O:30])[CH:25]=1)[CH3:22].CN(C)P(N(C)C)(N(C)C)=O.I[CH2:43][CH2:44][CH2:45][O:46][Si:47]([C:50]([CH3:53])([CH3:52])[CH3:51])([CH3:49])[CH3:48], predict the reaction product. The product is: [CH2:21]([O:23][C:24]1[CH2:29][CH2:28][CH:27]([CH2:43][CH2:44][CH2:45][O:46][Si:47]([C:50]([CH3:51])([CH3:53])[CH3:52])([CH3:48])[CH3:49])[C:26](=[O:30])[CH:25]=1)[CH3:22]. (9) Given the reactants [C:1]([O:4][C@H:5]1[C@@H:19]([O:20][C:21](=[O:23])[CH3:22])[C@H:18]([O:24][C:25](=[O:27])[CH3:26])[C@@H:17]([CH2:28][O:29][C:30](=[O:32])[CH3:31])[O:16][C@@H:6]1[O:7][C:8]1[CH:13]=[CH:12][C:11](I)=[CH:10][C:9]=1[Cl:15])(=[O:3])[CH3:2].[F:33][C:34]([F:45])([F:44])[C:35]1[CH:36]=[C:37]2[C:41](=[CH:42][CH:43]=1)[NH:40][CH:39]=[CH:38]2, predict the reaction product. The product is: [C:1]([O:4][C@H:5]1[C@@H:19]([O:20][C:21](=[O:23])[CH3:22])[C@H:18]([O:24][C:25](=[O:27])[CH3:26])[C@@H:17]([CH2:28][O:29][C:30](=[O:32])[CH3:31])[O:16][C@@H:6]1[O:7][C:8]1[CH:13]=[CH:12][C:11]([N:40]2[C:41]3[C:37](=[CH:36][C:35]([C:34]([F:33])([F:44])[F:45])=[CH:43][CH:42]=3)[CH:38]=[CH:39]2)=[CH:10][C:9]=1[Cl:15])(=[O:3])[CH3:2].